This data is from CYP1A2 inhibition data for predicting drug metabolism from PubChem BioAssay. The task is: Regression/Classification. Given a drug SMILES string, predict its absorption, distribution, metabolism, or excretion properties. Task type varies by dataset: regression for continuous measurements (e.g., permeability, clearance, half-life) or binary classification for categorical outcomes (e.g., BBB penetration, CYP inhibition). Dataset: cyp1a2_veith. (1) The compound is COc1ccc(CNc2ccnc(-c3cccc(C#N)c3)n2)c(OC)c1. The result is 1 (inhibitor). (2) The compound is CC(=O)N1CCC[C@@]2(CCN(C(=O)Nc3cccc(C#N)c3)C2)C1. The result is 0 (non-inhibitor).